This data is from Full USPTO retrosynthesis dataset with 1.9M reactions from patents (1976-2016). The task is: Predict the reactants needed to synthesize the given product. Given the product [CH2:30]([C:15]1[N:16]([C:24]2[CH:29]=[CH:28][CH:27]=[CH:26][CH:25]=2)[C:17]2[C:22]([C:14]=1[CH:11]1[CH2:10][CH2:9][NH:8][CH2:13][CH2:12]1)=[CH:21][CH:20]=[C:19]([F:23])[CH:18]=2)[CH3:31], predict the reactants needed to synthesize it. The reactants are: C(OC([N:8]1[CH2:13][CH2:12][CH:11]([C:14]2[C:22]3[C:17](=[CH:18][C:19]([F:23])=[CH:20][CH:21]=3)[N:16]([C:24]3[CH:29]=[CH:28][CH:27]=[CH:26][CH:25]=3)[C:15]=2[CH2:30][CH3:31])[CH2:10][CH2:9]1)=O)(C)(C)C.FC(F)(F)C(O)=O.